This data is from Retrosynthesis with 50K atom-mapped reactions and 10 reaction types from USPTO. The task is: Predict the reactants needed to synthesize the given product. (1) The reactants are: C=CCNCC=C.COCOC(c1cc(CBr)ccc1I)(C(F)(F)F)C(F)(F)F. Given the product C=CCN(CC=C)Cc1ccc(I)c(C(OCOC)(C(F)(F)F)C(F)(F)F)c1, predict the reactants needed to synthesize it. (2) The reactants are: O=C1CC(c2cccc(Br)c2)=Nc2ccc([N+](=O)[O-])cc2N1. Given the product Nc1ccc2c(c1)NC(=O)CC(c1cccc(Br)c1)=N2, predict the reactants needed to synthesize it. (3) Given the product Cc1c(-c2ccccn2)nc2cc(F)ccc2c1Nc1cc(N2CCOCC2)ncc1-c1cccc(NS(C)(=O)=O)c1, predict the reactants needed to synthesize it. The reactants are: CS(=O)(=O)Nc1cccc(-c2cnc(N3CCOCC3)cc2N)c1.Cc1c(-c2ccccn2)nc2cc(F)ccc2c1Cl. (4) Given the product O=C(c1ccc(I)cc1)N1CCCN(C2CCC2)CC1, predict the reactants needed to synthesize it. The reactants are: O=C(c1ccc(I)cc1)N1CCCNCC1.O=C1CCC1. (5) Given the product COC(=O)Cc1ccc(-c2cccc(CN3Cc4ccccc4C3)c2)cc1, predict the reactants needed to synthesize it. The reactants are: COC(=O)Cc1ccc(-c2cccc(C=O)c2)cc1.c1ccc2c(c1)CNC2. (6) Given the product CCCCCCC(=O)Nc1cccc2c1C(=O)c1ccccc1C2=O, predict the reactants needed to synthesize it. The reactants are: CCCCCCC(=O)Cl.Nc1cccc2c1C(=O)c1ccccc1C2=O.